Dataset: Forward reaction prediction with 1.9M reactions from USPTO patents (1976-2016). Task: Predict the product of the given reaction. Given the reactants Br[C:2]1[CH:3]=[CH:4][C:5]([O:10][CH2:11][CH:12]2[CH2:17][CH2:16][N:15]([CH2:18][C:19]([CH2:23][CH3:24])([F:22])[CH2:20][CH3:21])[CH2:14][CH2:13]2)=[C:6]([CH:9]=1)[C:7]#[N:8].[CH2:25]([O:27][C:28]([C:30]1[CH:35]=[CH:34][C:33](B(O)O)=[CH:32][C:31]=1[F:39])=[O:29])[CH3:26].C([O-])([O-])=O.[Cs+].[Cs+], predict the reaction product. The product is: [C:7]([C:6]1[CH:9]=[C:2]([C:33]2[CH:34]=[CH:35][C:30]([C:28]([O:27][CH2:25][CH3:26])=[O:29])=[C:31]([F:39])[CH:32]=2)[CH:3]=[CH:4][C:5]=1[O:10][CH2:11][CH:12]1[CH2:17][CH2:16][N:15]([CH2:18][C:19]([CH2:23][CH3:24])([F:22])[CH2:20][CH3:21])[CH2:14][CH2:13]1)#[N:8].